Dataset: Forward reaction prediction with 1.9M reactions from USPTO patents (1976-2016). Task: Predict the product of the given reaction. Given the reactants [Cl:1][C:2]1[CH:7]=[C:6]([C:8]#[C:9][C:10]2[N:11]=[C:12]([CH3:15])[NH:13][CH:14]=2)[CH:5]=[CH:4][N:3]=1.[F:16][C:17]1[CH:18]=[C:19](B(O)O)[CH:20]=[CH:21][C:22]=1[F:23], predict the reaction product. The product is: [Cl:1][C:2]1[CH:7]=[C:6]([C:8]#[C:9][C:10]2[N:11]=[C:12]([CH3:15])[N:13]([C:20]3[CH:19]=[CH:18][C:17]([F:16])=[C:22]([F:23])[CH:21]=3)[CH:14]=2)[CH:5]=[CH:4][N:3]=1.